From a dataset of Peptide-MHC class II binding affinity with 134,281 pairs from IEDB. Regression. Given a peptide amino acid sequence and an MHC pseudo amino acid sequence, predict their binding affinity value. This is MHC class II binding data. (1) The peptide sequence is RPAEVRKVCYNAVLT. The MHC is DRB3_0202 with pseudo-sequence DRB3_0202. The binding affinity (normalized) is 0.468. (2) The peptide sequence is WDTRITEADLDDEQE. The MHC is DRB3_0301 with pseudo-sequence DRB3_0301. The binding affinity (normalized) is 0.